This data is from Full USPTO retrosynthesis dataset with 1.9M reactions from patents (1976-2016). The task is: Predict the reactants needed to synthesize the given product. (1) Given the product [CH3:1][C:2]1[C:10]2[C:9]([CH2:11][NH2:12])=[N:8][CH:7]=[N:6][C:5]=2[S:4][CH:3]=1, predict the reactants needed to synthesize it. The reactants are: [CH3:1][C:2]1[C:10]2[C:9]([C:11]#[N:12])=[N:8][CH:7]=[N:6][C:5]=2[S:4][CH:3]=1.Cl.C(Cl)Cl. (2) Given the product [Cl:46][C:47]1[N:52]=[CH:51][C:50]([NH:53][C:2]2[C:7]([C:8]3[N:13]=[C:12]([CH3:14])[N:11]=[C:10]([N:15]([CH2:16][C:17]4[CH:22]=[CH:21][C:20]([O:23][CH3:24])=[CH:19][CH:18]=4)[CH2:25][C:26]4[CH:27]=[CH:28][C:29]([O:32][CH3:33])=[CH:30][CH:31]=4)[N:9]=3)=[CH:6][C:5]([C@H:34]([N:36]3[CH2:37][CH2:38][N:39]([S:42]([CH3:45])(=[O:44])=[O:43])[CH2:40][CH2:41]3)[CH3:35])=[CH:4][N:3]=2)=[CH:49][C:48]=1[O:54][CH3:55], predict the reactants needed to synthesize it. The reactants are: F[C:2]1[C:7]([C:8]2[N:13]=[C:12]([CH3:14])[N:11]=[C:10]([N:15]([CH2:25][C:26]3[CH:31]=[CH:30][C:29]([O:32][CH3:33])=[CH:28][CH:27]=3)[CH2:16][C:17]3[CH:22]=[CH:21][C:20]([O:23][CH3:24])=[CH:19][CH:18]=3)[N:9]=2)=[CH:6][C:5]([C@H:34]([N:36]2[CH2:41][CH2:40][N:39]([S:42]([CH3:45])(=[O:44])=[O:43])[CH2:38][CH2:37]2)[CH3:35])=[CH:4][N:3]=1.[Cl:46][C:47]1[N:52]=[CH:51][C:50]([NH2:53])=[CH:49][C:48]=1[O:54][CH3:55].C[Si]([N-][Si](C)(C)C)(C)C.[Na+]. (3) Given the product [NH2:22][C:4]1[CH:5]=[CH:6][C:7]([S:8]([NH:9][C:10]2[CH:11]=[CH:12][C:13]3[CH2:17][O:16][B:15]([OH:18])[C:14]=3[CH:19]=2)(=[O:20])=[O:21])=[C:2]([Br:1])[CH:3]=1, predict the reactants needed to synthesize it. The reactants are: [Br:1][C:2]1[CH:3]=[C:4]([NH:22]C(=O)C(F)(F)F)[CH:5]=[CH:6][C:7]=1[S:8](=[O:21])(=[O:20])[NH:9][C:10]1[CH:11]=[CH:12][C:13]2[CH2:17][O:16][B:15]([OH:18])[C:14]=2[CH:19]=1.